From a dataset of Full USPTO retrosynthesis dataset with 1.9M reactions from patents (1976-2016). Predict the reactants needed to synthesize the given product. (1) Given the product [CH2:19]([C:29]([N:16]1[CH2:15][C:14]([CH3:18])([CH3:17])[CH2:13][S:12][C:11]1=[N:10][C:5]1[CH:6]=[CH:7][CH:8]=[CH:9][C:4]=1[CH:1]([CH3:3])[CH3:2])=[S:33])[CH3:20], predict the reactants needed to synthesize it. The reactants are: [CH:1]([C:4]1[CH:9]=[CH:8][CH:7]=[CH:6][C:5]=1[N:10]=[C:11]1[N:16]=[CH:15][C:14]([CH3:18])([CH3:17])[CH2:13][S:12]1)([CH3:3])[CH3:2].[CH2:19](N(CC)CC)[CH3:20].ClCCl.[C:29](Cl)(=[S:33])OCC. (2) Given the product [CH3:14][N:13]([CH3:15])[CH:10]1[CH2:11][CH2:12][N:8]([C:5]2[CH:6]=[CH:7][C:2]([NH:1][C:16]([N:23]3[CH2:24][CH:47]=[C:42]([C:39]4[CH:38]=[CH:37][C:36]([Cl:35])=[CH:41][N:40]=4)[CH2:26][CH2:27]3)=[O:17])=[CH:3][CH:4]=2)[CH2:9]1, predict the reactants needed to synthesize it. The reactants are: [NH2:1][C:2]1[CH:7]=[CH:6][C:5]([N:8]2[CH2:12][CH2:11][CH:10]([N:13]([CH3:15])[CH3:14])[CH2:9]2)=[CH:4][CH:3]=1.[C:16]([N:23]1[CH:27]=[CH:26]N=[CH:24]1)(N1C=CN=C1)=[O:17].C(N(CC)CC)C.[Cl:35][C:36]1[CH:37]=[CH:38][C:39]([C:42]2CCNC[CH:47]=2)=[N:40][CH:41]=1. (3) Given the product [CH3:22][NH:23][C:24]1([C:30]2[CH:35]=[CH:34][CH:33]=[CH:32][CH:31]=2)[CH2:25][CH2:26][NH:27][CH2:28][CH2:29]1, predict the reactants needed to synthesize it. The reactants are: [OH-].[K+].CC(C)CC(=O)C.C(O)(=O)C(O)=O.C(O)(=O)C(O)=O.[CH3:22][NH:23][C:24]1([C:30]2[CH:35]=[CH:34][CH:33]=[CH:32][CH:31]=2)[CH2:29][CH2:28][NH:27][CH2:26][CH2:25]1. (4) Given the product [CH3:1][O:2][C:3]1[CH:4]=[C:5]2[C:10](=[CH:11][C:12]=1[O:13][CH3:14])[N:9]=[CH:8][N:7]=[C:6]2[N:15]1[CH2:20][CH2:19][C:18]2[NH:21][N:22]=[C:23]([C:24]([OH:27])([CH3:25])[CH3:26])[C:17]=2[CH2:16]1, predict the reactants needed to synthesize it. The reactants are: [CH3:1][O:2][C:3]1[CH:4]=[C:5]2[C:10](=[CH:11][C:12]=1[O:13][CH3:14])[N:9]=[CH:8][N:7]=[C:6]2[N:15]1[CH2:20][CH2:19][C:18]2[N:21](COCC[Si](C)(C)C)[N:22]=[C:23]([C:24]([OH:27])([CH3:26])[CH3:25])[C:17]=2[CH2:16]1.Cl. (5) The reactants are: O[C:2]1[C:3]([C:10]([O:12][CH2:13][CH3:14])=[O:11])=[CH:4][N:5]([CH3:9])[C:6](=[O:8])[CH:7]=1.P(Cl)(Cl)([Cl:17])=O.C(N(CC)CC)C. Given the product [Cl:17][C:2]1[C:3]([C:10]([O:12][CH2:13][CH3:14])=[O:11])=[CH:4][N:5]([CH3:9])[C:6](=[O:8])[CH:7]=1, predict the reactants needed to synthesize it. (6) Given the product [CH:1]1([C:4]2[CH:26]=[CH:25][C:7]([O:8][C:9]3[C:10](=[O:24])[N:11]([C:14]4[CH:19]=[CH:18][C:17]([CH:20]=[O:21])=[C:16]([O:22][CH3:23])[CH:15]=4)[CH2:12][CH:13]=3)=[CH:6][CH:5]=2)[CH2:3][CH2:2]1, predict the reactants needed to synthesize it. The reactants are: [CH:1]1([C:4]2[CH:26]=[CH:25][C:7]([O:8][C:9]3[C:10](=[O:24])[N:11]([C:14]4[CH:19]=[CH:18][C:17]([CH2:20][OH:21])=[C:16]([O:22][CH3:23])[CH:15]=4)[CH2:12][CH:13]=3)=[CH:6][CH:5]=2)[CH2:3][CH2:2]1.CC(OI1(OC(C)=O)(OC(C)=O)OC(=O)C2C=CC=CC1=2)=O.[OH-].[Na+]. (7) Given the product [C:28]1([C:7]([C:1]2[CH:2]=[CH:3][CH:4]=[CH:5][CH:6]=2)([C:22]2[CH:23]=[CH:24][CH:25]=[CH:26][CH:27]=2)[O:8][CH2:9][C@H:10]([O:21][CH3:36])[CH2:11][S:12][C:13]2[CH:18]=[CH:17][CH:16]=[CH:15][C:14]=2[O:19][CH3:20])[CH:29]=[CH:30][CH:31]=[CH:32][CH:33]=1, predict the reactants needed to synthesize it. The reactants are: [C:1]1([C:7]([C:28]2[CH:33]=[CH:32][CH:31]=[CH:30][CH:29]=2)([C:22]2[CH:27]=[CH:26][CH:25]=[CH:24][CH:23]=2)[O:8][CH2:9][C@H:10]([OH:21])[CH2:11][S:12][C:13]2[CH:18]=[CH:17][CH:16]=[CH:15][C:14]=2[O:19][CH3:20])[CH:6]=[CH:5][CH:4]=[CH:3][CH:2]=1.[H-].[Na+].[CH3:36]I.